From a dataset of Catalyst prediction with 721,799 reactions and 888 catalyst types from USPTO. Predict which catalyst facilitates the given reaction. (1) Reactant: [F:1][C:2]1[C:7]([F:8])=[CH:6][CH:5]=[CH:4][C:3]=1[C:9]1[N:30]=[C:12]2[CH:13]=[N:14][N:15]([CH2:17][C:18]3[O:22][N:21]=[C:20]([C:23]4[CH:28]=[CH:27][C:26]([OH:29])=[CH:25][CH:24]=4)[CH:19]=3)[CH:16]=[C:11]2[N:10]=1.[H-].[Na+].[F:33][C:34]([F:40])([F:39])[CH2:35][CH2:36][CH2:37]I. Product: [F:1][C:2]1[C:7]([F:8])=[CH:6][CH:5]=[CH:4][C:3]=1[C:9]1[N:30]=[C:12]2[CH:13]=[N:14][N:15]([CH2:17][C:18]3[O:22][N:21]=[C:20]([C:23]4[CH:28]=[CH:27][C:26]([O:29][CH2:37][CH2:36][CH2:35][C:34]([F:40])([F:39])[F:33])=[CH:25][CH:24]=4)[CH:19]=3)[CH:16]=[C:11]2[N:10]=1. The catalyst class is: 16. (2) Reactant: [Br:1][C:2](=[CH2:6])[CH2:3][CH2:4][OH:5].N1C=CN=C1.[Si:12](Cl)([C:15]([CH3:18])([CH3:17])[CH3:16])([CH3:14])[CH3:13]. Product: [Br:1][C:2](=[CH2:6])[CH2:3][CH2:4][O:5][Si:12]([C:15]([CH3:18])([CH3:17])[CH3:16])([CH3:14])[CH3:13]. The catalyst class is: 172. (3) Reactant: [Cl:1][C:2]1[CH:3]=[C:4]2[C:8](=[CH:9][CH:10]=1)[N:7]([C:11]1[N:15]([CH3:16])[N:14]=[C:13]([CH3:17])[C:12]=1[CH2:18][CH2:19][C:20](OCC)=[O:21])[CH:6]=[CH:5]2.[H-].C([Al+]CC(C)C)C(C)C.CO.O. Product: [Cl:1][C:2]1[CH:3]=[C:4]2[C:8](=[CH:9][CH:10]=1)[N:7]([C:11]1[N:15]([CH3:16])[N:14]=[C:13]([CH3:17])[C:12]=1[CH2:18][CH2:19][CH2:20][OH:21])[CH:6]=[CH:5]2. The catalyst class is: 7.